Task: Predict the reactants needed to synthesize the given product.. Dataset: Full USPTO retrosynthesis dataset with 1.9M reactions from patents (1976-2016) (1) Given the product [F:20][C:21]1[CH:26]=[CH:25][C:24]([C:2]2[CH:3]=[N:4][C:5]3[N:6]([CH:8]=[C:9]([CH2:11][O:12][C:13]4[CH:18]=[C:17]([F:19])[CH:16]=[CH:15][N:14]=4)[N:10]=3)[CH:7]=2)=[C:23]([CH3:30])[CH:22]=1, predict the reactants needed to synthesize it. The reactants are: Br[C:2]1[CH:3]=[N:4][C:5]2[N:6]([CH:8]=[C:9]([CH2:11][O:12][C:13]3[CH:18]=[C:17]([F:19])[CH:16]=[CH:15][N:14]=3)[N:10]=2)[CH:7]=1.[F:20][C:21]1[CH:26]=[CH:25][C:24](B(O)O)=[C:23]([CH3:30])[CH:22]=1. (2) Given the product [CH3:32][N:33]1[CH2:34][CH2:35][N:36]([C:39]2[CH:45]=[CH:44][C:42]([NH:43][C:2]3[C:3]4[NH:22][N:21]=[CH:20][C:4]=4[N:5]=[C:6]([C:8]4[CH:13]=[CH:12][CH:11]=[C:10]([N:14]5[CH2:15][CH2:16][O:17][CH2:18][CH2:19]5)[CH:9]=4)[N:7]=3)=[CH:41][CH:40]=2)[CH2:37][CH2:38]1, predict the reactants needed to synthesize it. The reactants are: Cl[C:2]1[C:3]2[C:4](=[CH:20][N:21](CC3C=CC(OC)=CC=3)[N:22]=2)[N:5]=[C:6]([C:8]2[CH:9]=[C:10]([N:14]3[CH2:19][CH2:18][O:17][CH2:16][CH2:15]3)[CH:11]=[CH:12][CH:13]=2)[N:7]=1.[CH3:32][N:33]1[CH2:38][CH2:37][N:36]([C:39]2[CH:45]=[CH:44][C:42]([NH2:43])=[CH:41][CH:40]=2)[CH2:35][CH2:34]1.Cl. (3) Given the product [F:29][C:8]1[CH:9]=[C:10]([O:12][CH2:13][CH2:14][C@@H:15]2[CH2:17][C@@H:16]2[CH:18]2[CH2:23][CH2:22][N:21]([CH2:24][C:25]([F:28])([F:26])[F:27])[CH2:20][CH2:19]2)[CH:11]=[C:2]([F:1])[C:3]=1[C:4]([OH:6])=[O:5], predict the reactants needed to synthesize it. The reactants are: [F:1][C:2]1[CH:11]=[C:10]([O:12][CH2:13][CH2:14][C@@H:15]2[CH2:17][C@@H:16]2[CH:18]2[CH2:23][CH2:22][N:21]([CH2:24][C:25]([F:28])([F:27])[F:26])[CH2:20][CH2:19]2)[CH:9]=[C:8]([F:29])[C:3]=1[C:4]([O:6]C)=[O:5].[OH-].[Na+].Cl. (4) The reactants are: [OH-].[Na+].[C:3]1([C:22]2[CH:27]=[CH:26][CH:25]=[CH:24][CH:23]=2)[CH:8]=[CH:7][C:6]([C:9]([NH:11][C:12]2[CH:21]=[CH:20][C:15]([C:16]([O:18]C)=[O:17])=[CH:14][CH:13]=2)=[O:10])=[CH:5][CH:4]=1.Cl.C(OCC)(=O)C. Given the product [C:3]1([C:22]2[CH:23]=[CH:24][CH:25]=[CH:26][CH:27]=2)[CH:8]=[CH:7][C:6]([C:9]([NH:11][C:12]2[CH:21]=[CH:20][C:15]([C:16]([OH:18])=[O:17])=[CH:14][CH:13]=2)=[O:10])=[CH:5][CH:4]=1, predict the reactants needed to synthesize it. (5) Given the product [CH2:11]([N:18]1[C:6](=[O:7])[C@H:4]([OH:5])[C@@H:2]([OH:3])[C:1]1=[O:10])[C:12]1[CH:17]=[CH:16][CH:15]=[CH:14][CH:13]=1, predict the reactants needed to synthesize it. The reactants are: [C:1]([OH:10])(=O)[C@@H:2]([C@H:4]([C:6](O)=[O:7])[OH:5])[OH:3].[CH2:11]([NH2:18])[C:12]1[CH:17]=[CH:16][CH:15]=[CH:14][CH:13]=1.C1(C)C(C)=CC=CC=1. (6) The reactants are: C(O[C:6](=O)[N:7]([CH2:9][CH2:10][N:11]([CH2:58][CH2:59][NH2:60])[C:12]([C@H:14]1[NH:32][C:31](=[O:33])[C@H:30]([CH2:34][CH2:35][CH2:36][NH:37]C(OC(C)(C)C)=O)[NH:29][C:28](=[O:45])[C@@H:27]([NH:46]C(OC(C)(C)C)=O)[CH2:26][C:25]2[CH:54]=[C:21]([CH:22]=[CH:23][C:24]=2[OH:55])[C:20]2=[CH:56][C:16](=[C:17]([OH:57])[CH:18]=[CH:19]2)[CH2:15]1)=[O:13])C)(C)(C)C.[ClH:62]. Given the product [ClH:62].[ClH:62].[ClH:62].[ClH:62].[NH2:46][C@H:27]1[CH2:26][C:25]2[CH:54]=[C:21]([CH:22]=[CH:23][C:24]=2[OH:55])[C:20]2=[CH:56][C:16](=[C:17]([OH:57])[CH:18]=[CH:19]2)[CH2:15][C@@H:14]([C:12]([N:11]([CH2:58][CH2:59][NH2:60])[CH2:10][CH2:9][NH:7][CH3:6])=[O:13])[NH:32][C:31](=[O:33])[C@H:30]([CH2:34][CH2:35][CH2:36][NH2:37])[NH:29][C:28]1=[O:45], predict the reactants needed to synthesize it. (7) Given the product [N+:12]([C:6]1[CH:7]=[CH:8][C:9]([N:27]2[CH2:28][CH2:29][CH:24]([OH:23])[CH2:25][CH2:26]2)=[CH:10][C:5]=1[O:4][CH2:3][C:2]([F:16])([F:15])[F:1])([O-:14])=[O:13], predict the reactants needed to synthesize it. The reactants are: [F:1][C:2]([F:16])([F:15])[CH2:3][O:4][C:5]1[CH:10]=[C:9](F)[CH:8]=[CH:7][C:6]=1[N+:12]([O-:14])=[O:13].C([O-])([O-])=O.[K+].[K+].[OH:23][CH:24]1[CH2:29][CH2:28][NH:27][CH2:26][CH2:25]1. (8) The reactants are: F[C:2]1[CH:7]=[CH:6][C:5]([N+:8]([O-:10])=[O:9])=[CH:4][CH:3]=1.[CH3:11][C@H:12]1[O:17][C@@H:16]([CH3:18])[CH2:15][NH:14][CH2:13]1.C(=O)([O-])[O-].[K+].[K+]. Given the product [CH3:18][C@H:16]1[O:17][C@@H:12]([CH3:11])[CH2:13][N:14]([C:2]2[CH:7]=[CH:6][C:5]([N+:8]([O-:10])=[O:9])=[CH:4][CH:3]=2)[CH2:15]1, predict the reactants needed to synthesize it.